From a dataset of Reaction yield outcomes from USPTO patents with 853,638 reactions. Predict the reaction yield, written as a fraction of the theoretical maximum amount of product (1.0 means a 100% yield; for example, 0.34 means a 34% yield). (1) The reactants are [O:1]1[CH2:6][CH2:5][CH:4]([CH2:7]SC(=O)C)[CH2:3][CH2:2]1.[O-]CC.[Na+].Br[C:17]([CH3:24])([CH3:23])[C:18]([O:20][CH2:21][CH3:22])=[O:19].O[O:26][S:27]([O-:29])=O.[K+]. The catalyst is C1(C)C=CC=CC=1.C(O)C.C([N+](CCCC)(CCCC)CCCC)CCC.S([O-])(O)(=O)=O.O.C(O)(=O)C. The product is [CH2:21]([O:20][C:18](=[O:19])[C:17]([CH3:24])([S:27]([CH2:7][CH:4]1[CH2:5][CH2:6][O:1][CH2:2][CH2:3]1)(=[O:29])=[O:26])[CH3:23])[CH3:22]. The yield is 0.870. (2) The reactants are Cl[C:2]1[N:11]=[C:10]([C:12]([O:14][CH2:15][CH3:16])=[O:13])[C:9]2[C:4](=[C:5]([F:17])[CH:6]=[CH:7][CH:8]=2)[N:3]=1.[Br:18][C:19]1[CH:20]=[C:21](B(O)O)[CH:22]=[CH:23][CH:24]=1. No catalyst specified. The product is [Br:18][C:19]1[CH:24]=[C:23]([C:2]2[N:11]=[C:10]([C:12]([O:14][CH2:15][CH3:16])=[O:13])[C:9]3[C:4](=[C:5]([F:17])[CH:6]=[CH:7][CH:8]=3)[N:3]=2)[CH:22]=[CH:21][CH:20]=1. The yield is 0.710. (3) The product is [NH2:3][C:4]1[C:13]([I:1])=[CH:12][C:7]([C:8]([O:10][CH3:11])=[O:9])=[CH:6][N:5]=1. The reactants are [I:1]I.[NH2:3][C:4]1[CH:13]=[CH:12][C:7]([C:8]([O:10][CH3:11])=[O:9])=[CH:6][N:5]=1.CO.C(Cl)(Cl)Cl. The yield is 0.620. The catalyst is C(O)C.S([O-])([O-])(=O)=O.[Ag+2]. (4) The reactants are [F:1][C:2]1[CH:19]=[C:18]([C:20]#[C:21][Si](C)(C)C)[CH:17]=[CH:16][C:3]=1[NH:4][C:5]1[C:6]([C:13]([NH2:15])=[O:14])=[CH:7][N:8]([CH3:12])[C:9](=[O:11])[CH:10]=1.C([O-])([O-])=O.[K+].[K+]. The catalyst is CO.C1COCC1. The product is [C:20]([C:18]1[CH:17]=[CH:16][C:3]([NH:4][C:5]2[C:6]([C:13]([NH2:15])=[O:14])=[CH:7][N:8]([CH3:12])[C:9](=[O:11])[CH:10]=2)=[C:2]([F:1])[CH:19]=1)#[CH:21]. The yield is 0.730. (5) The reactants are [F:1][C:2]1[CH:7]=[CH:6][C:5]([F:8])=[CH:4][C:3]=1[C:9]1[CH2:10][CH2:11][CH2:12][CH2:13][N:14]=1.[BH4-].[Na+]. The catalyst is CO.O. The product is [F:1][C:2]1[CH:7]=[CH:6][C:5]([F:8])=[CH:4][C:3]=1[CH:9]1[CH2:10][CH2:11][CH2:12][CH2:13][NH:14]1. The yield is 0.613. (6) The reactants are [Br:1][C:2]1[S:6][C:5]([S:7](Cl)(=[O:9])=[O:8])=[CH:4][CH:3]=1.[CH2:11]([CH2:13][NH2:14])[OH:12].C([O-])(O)=O.[Na+]. The catalyst is ClCCl. The product is [OH:12][CH2:11][CH2:13][NH:14][S:7]([C:5]1[S:6][C:2]([Br:1])=[CH:3][CH:4]=1)(=[O:9])=[O:8]. The yield is 0.930. (7) The reactants are [NH:1]1[CH2:4][CH:3]([NH:5][C:6]([N:8]2[CH2:13][CH2:12][N:11]3[N:14]=[C:15]([C:20]4[CH:25]=[CH:24][C:23]([F:26])=[C:22]([Cl:27])[CH:21]=4)[C:16]([C:17]([NH2:19])=[O:18])=[C:10]3[CH2:9]2)=[O:7])[CH2:2]1.CCN(C(C)C)C(C)C.FC(F)(F)S(O[CH2:43][C:44]([F:47])([F:46])[F:45])(=O)=O. The catalyst is C1COCC1. The product is [Cl:27][C:22]1[CH:21]=[C:20]([C:15]2[C:16]([C:17]([NH2:19])=[O:18])=[C:10]3[CH2:9][N:8]([C:6]([NH:5][CH:3]4[CH2:2][N:1]([CH2:43][C:44]([F:47])([F:46])[F:45])[CH2:4]4)=[O:7])[CH2:13][CH2:12][N:11]3[N:14]=2)[CH:25]=[CH:24][C:23]=1[F:26]. The yield is 0.120.